This data is from Full USPTO retrosynthesis dataset with 1.9M reactions from patents (1976-2016). The task is: Predict the reactants needed to synthesize the given product. (1) The reactants are: O=O.[CH2:3]=[CH:4][CH2:5][CH2:6][CH2:7][CH2:8][CH2:9][CH3:10].C=C. Given the product [CH2:3]=[CH2:4].[CH2:3]=[CH:4][CH2:5][CH2:6][CH2:7][CH2:8][CH2:9][CH3:10], predict the reactants needed to synthesize it. (2) The reactants are: Cl[C:2]1[C:3]([N+:9]([O-:11])=[O:10])=[C:4]([CH:6]=[CH:7][CH:8]=1)[NH2:5].C(=O)([O-])[O-].[K+].[K+].[CH3:18][C@H:19]1[CH2:24][NH:23][CH2:22][C@@H:21]([CH3:25])[NH:20]1. Given the product [CH3:18][C@H:19]1[NH:20][C@@H:21]([CH3:25])[CH2:22][N:23]([C:2]2[C:3]([N+:9]([O-:11])=[O:10])=[C:4]([CH:6]=[CH:7][CH:8]=2)[NH2:5])[CH2:24]1, predict the reactants needed to synthesize it. (3) The reactants are: [CH3:1][O:2][C:3]1[CH:11]=[CH:10][C:6]([C:7]([OH:9])=O)=[C:5]([CH3:12])[CH:4]=1.CN(C(ON1N=NC2C=CC=NC1=2)=[N+](C)C)C.F[P-](F)(F)(F)(F)F.C(N(C(C)C)C(C)C)C.[O:46]1[CH2:51][CH2:50][O:49][CH2:48][CH:47]1[C:52]1[C:60]2[S:59][C:58]([NH2:61])=[N:57][C:56]=2[C:55]([O:62][CH3:63])=[CH:54][CH:53]=1. Given the product [O:46]1[CH2:51][CH2:50][O:49][CH2:48][CH:47]1[C:52]1[C:60]2[S:59][C:58]([NH:61][C:7](=[O:9])[C:6]3[CH:10]=[CH:11][C:3]([O:2][CH3:1])=[CH:4][C:5]=3[CH3:12])=[N:57][C:56]=2[C:55]([O:62][CH3:63])=[CH:54][CH:53]=1, predict the reactants needed to synthesize it. (4) The reactants are: CC(C)(C[N:6]1[C:10]2[N:11]=[C:12]([NH:15]C3C=CC(N4CCNCC4)=CN=3)[N:13]=[CH:14][C:9]=2[C:8]2[CH:28]=[CH:29]N=[CH:31][C:7]1=2)CO.[CH3:33][O:34][C:35]1[C:40](B(O)O)=[CH:39][CH:38]=[C:37]([O:44][CH3:45])[N:36]=1.C1(P(C2CCCCC2)C2C(OC)=CC=CC=2OC)CCCCC1. Given the product [CH:7]1([NH:6][C:10]2[C:9]([C:40]3[C:35]([O:34][CH3:33])=[N:36][C:37]([O:44][CH3:45])=[CH:38][CH:39]=3)=[CH:14][N:13]=[C:12]([NH2:15])[N:11]=2)[CH2:8][CH2:28][CH2:29][CH2:31]1, predict the reactants needed to synthesize it. (5) Given the product [S:1]1[C:5]2[CH:6]=[CH:7][C:8]([CH:10]([C:11]([OH:13])=[O:12])[C:18]([OH:20])=[O:19])=[CH:9][C:4]=2[CH:3]=[CH:2]1, predict the reactants needed to synthesize it. The reactants are: [S:1]1[C:5]2[CH:6]=[CH:7][C:8]([CH:10]([C:18]([O:20]C(C)(C)C)=[O:19])[C:11]([O:13]C(C)(C)C)=[O:12])=[CH:9][C:4]=2[CH:3]=[CH:2]1.O.C1(C)C=CC(S(O)(=O)=O)=CC=1. (6) Given the product [BrH:11].[CH3:1][NH:2][C:3]1[CH:10]=[CH:9][C:6]([OH:7])=[CH:5][CH:4]=1, predict the reactants needed to synthesize it. The reactants are: [CH3:1][NH:2][C:3]1[CH:10]=[CH:9][C:6]([O:7]C)=[CH:5][CH:4]=1.[BrH:11]. (7) Given the product [NH2:33][C:24]1[C:23]2=[N:22][N:21]([CH2:34][CH2:35][CH3:36])[C:20]([CH2:19][CH2:18][CH2:17][CH2:16][N:5]3[C:1](=[O:11])[C:2]4[C:3](=[CH:7][CH:8]=[CH:9][CH:10]=4)[C:4]3=[O:6])=[C:32]2[C:31]2[CH:30]=[CH:29][CH:28]=[CH:27][C:26]=2[N:25]=1, predict the reactants needed to synthesize it. The reactants are: [C:1]1(=[O:11])[NH:5][C:4](=[O:6])[C:3]2=[CH:7][CH:8]=[CH:9][CH:10]=[C:2]12.[K].[I-].[Na+].Cl[CH2:16][CH2:17][CH2:18][CH2:19][C:20]1[N:21]([CH2:34][CH2:35][CH3:36])[N:22]=[C:23]2[C:32]=1[C:31]1[CH:30]=[CH:29][CH:28]=[CH:27][C:26]=1[N:25]=[C:24]2[NH2:33].